This data is from Forward reaction prediction with 1.9M reactions from USPTO patents (1976-2016). The task is: Predict the product of the given reaction. The product is: [C:1]([C:5]1[CH:10]=[C:9]([C:11]([CH3:14])([CH3:13])[CH3:12])[CH:8]=[CH:7][C:6]=1[O:15][CH2:16][CH:18]1[CH2:19][O:20]1)([CH3:4])([CH3:3])[CH3:2]. Given the reactants [C:1]([C:5]1[CH:10]=[C:9]([C:11]([CH3:14])([CH3:13])[CH3:12])[CH:8]=[CH:7][C:6]=1[OH:15])([CH3:4])([CH3:3])[CH3:2].[CH2:16]([CH:18]1[O:20][CH2:19]1)Cl, predict the reaction product.